From a dataset of Forward reaction prediction with 1.9M reactions from USPTO patents (1976-2016). Predict the product of the given reaction. (1) Given the reactants [Cl:1][C:2]1[CH:3]=[C:4]([CH:6]=[CH:7][C:8]=1I)[NH2:5].[C:10]1([As](C2C=CC=CC=2)C2C=CC=CC=2)C=CC=C[CH:11]=1.C(C([Sn])=C(CCCC)CCCC)CCC, predict the reaction product. The product is: [Cl:1][C:2]1[CH:3]=[C:4]([NH2:5])[CH:6]=[CH:7][C:8]=1[CH:10]=[CH2:11]. (2) Given the reactants [F:1][C:2]1[CH:3]=[C:4]([CH2:21][CH2:22][C:23]([O:25]CC)=[O:24])[CH:5]=[CH:6][C:7]=1[O:8][CH2:9][C:10]1[CH:15]=[CH:14][CH:13]=[C:12]([O:16][CH2:17][C:18](=[O:20])[CH3:19])[CH:11]=1.O.[OH-].[Li+].Cl, predict the reaction product. The product is: [F:1][C:2]1[CH:3]=[C:4]([CH2:21][CH2:22][C:23]([OH:25])=[O:24])[CH:5]=[CH:6][C:7]=1[O:8][CH2:9][C:10]1[CH:15]=[CH:14][CH:13]=[C:12]([O:16][CH2:17][C:18](=[O:20])[CH3:19])[CH:11]=1. (3) Given the reactants [C:1]([C:4]1[C:12]2[C:7](=[CH:8][CH:9]=[CH:10][CH:11]=2)[NH:6][CH:5]=1)(=[O:3])[CH3:2].[O:13](C(OC(C)(C)C)=O)[C:14]([O:16][C:17]([CH3:20])([CH3:19])[CH3:18])=O, predict the reaction product. The product is: [C:1]([C:4]1[C:12]2[C:7](=[CH:8][CH:9]=[CH:10][CH:11]=2)[N:6]([C:14]([O:16][C:17]([CH3:20])([CH3:19])[CH3:18])=[O:13])[CH:5]=1)(=[O:3])[CH3:2]. (4) Given the reactants [I:1][C:2]1[CH:7]=[CH:6][C:5]([CH2:8][CH:9]([NH:11][C:12]2[CH:17]=[CH:16][CH:15]=[C:14]([O:18][CH:19]([CH3:21])[CH3:20])[CH:13]=2)[CH3:10])=[CH:4][CH:3]=1.[H-].[Na+].[CH3:24]I.O, predict the reaction product. The product is: [I:1][C:2]1[CH:3]=[CH:4][C:5]([CH2:8][CH:9]([N:11]([CH3:24])[C:12]2[CH:17]=[CH:16][CH:15]=[C:14]([O:18][CH:19]([CH3:21])[CH3:20])[CH:13]=2)[CH3:10])=[CH:6][CH:7]=1. (5) Given the reactants [OH:1][C:2]1[C:10]2[O:9][C:8]([C:11]([O:13][CH3:14])=[O:12])=[CH:7][C:6]=2[CH:5]=[C:4]([N+:15]([O-:17])=[O:16])[CH:3]=1.C(=O)([O-])[O-].[K+].[K+].I[CH:25]([CH3:27])[CH3:26].O, predict the reaction product. The product is: [CH3:26][CH:25]([O:1][C:2]1[C:10]2[O:9][C:8]([C:11]([O:13][CH3:14])=[O:12])=[CH:7][C:6]=2[CH:5]=[C:4]([N+:15]([O-:17])=[O:16])[CH:3]=1)[CH3:27]. (6) Given the reactants [Cl:1][C:2]1[CH:3]=[C:4]([C:11]2[O:15][N:14]=[C:13]([C:16]3[CH:17]=[C:18]4[C:22](=[CH:23][CH:24]=3)[N:21]([CH2:25][CH2:26][C:27]([O:29]CC)=[O:28])[N:20]=[CH:19]4)[N:12]=2)[CH:5]=[CH:6][C:7]=1[O:8][CH2:9][CH3:10].[OH-].[Na+:33], predict the reaction product. The product is: [Cl:1][C:2]1[CH:3]=[C:4]([C:11]2[O:15][N:14]=[C:13]([C:16]3[CH:17]=[C:18]4[C:22](=[CH:23][CH:24]=3)[N:21]([CH2:25][CH2:26][C:27]([O-:29])=[O:28])[N:20]=[CH:19]4)[N:12]=2)[CH:5]=[CH:6][C:7]=1[O:8][CH2:9][CH3:10].[Na+:33]. (7) Given the reactants [C:1](OC(=O)C)(=[O:3])[CH3:2].[CH2:8]([O:15][C:16]1[CH:40]=[CH:39][C:38]([O:41][CH2:42][CH2:43][N:44]2[CH2:49][CH2:48][NH:47][CH2:46][CH2:45]2)=[CH:37][C:17]=1[C:18]([NH:20][C:21]1[CH:30]=[C:29]([C:31]2[CH:36]=[CH:35][CH:34]=[CH:33][CH:32]=2)[CH:28]=[CH:27][C:22]=1[C:23]([O:25][CH3:26])=[O:24])=[O:19])[C:9]1[CH:14]=[CH:13][CH:12]=[CH:11][CH:10]=1, predict the reaction product. The product is: [C:1]([N:47]1[CH2:48][CH2:49][N:44]([CH2:43][CH2:42][O:41][C:38]2[CH:39]=[CH:40][C:16]([O:15][CH2:8][C:9]3[CH:10]=[CH:11][CH:12]=[CH:13][CH:14]=3)=[C:17]([CH:37]=2)[C:18]([NH:20][C:21]2[CH:30]=[C:29]([C:31]3[CH:36]=[CH:35][CH:34]=[CH:33][CH:32]=3)[CH:28]=[CH:27][C:22]=2[C:23]([O:25][CH3:26])=[O:24])=[O:19])[CH2:45][CH2:46]1)(=[O:3])[CH3:2].